From a dataset of Experimentally validated miRNA-target interactions with 360,000+ pairs, plus equal number of negative samples. Binary Classification. Given a miRNA mature sequence and a target amino acid sequence, predict their likelihood of interaction. (1) The miRNA is hsa-miR-1185-5p with sequence AGAGGAUACCCUUUGUAUGUU. The protein sequence of the target gene is MDPVANSCVRNPQPPAPVWGCLRNPHSEDSSASGLSHYPPTPFSFHQKSDFPATAAYPDFSASCLAATPHSLPRTERIFNEQHPAFPQTPDWHFPISEAGQRLNLGPAGSAREMGAGSPGLVDGTAGLGEDCMVLGTIANETEKKSSRRKKERSDNQENGGGKPEGSSKARKERTAFTKEQLRELEAEFAHHNYLTRLRRYEIAVNLDLSERQVKVWFQNRRMKWKRVKGGQPVSPQEQDREDGDSAASPSSE. Result: 0 (no interaction). (2) The miRNA is hsa-miR-5094 with sequence AAUCAGUGAAUGCCUUGAACCU. The protein sequence of the target gene is MGSTKHWGEWLLNLKVAPAGVFGVAFLARVALVFYGVFQDRTLHVRYTDIDYQVFTDAARFVTEGRSPYLRATYRYTPLLGWLLTPNIYLSELFGKFLFISCDLLTAFLLYRLLLLKGLGRRQACGYCVFWLLNPLPMAVSSRGNADSIVASLVLMVLYLIKKRLVACAAVFYGFAVHMKIYPVTYILPITLHLLPDRDNDKSLRQFRYTFQACLYELLKRLCNRAVLLFVAVAGLTFFALSFGFYYEYGWEFLEHTYFYHLTRRDIRHNFSPYFYMLYLTAESKWSFSLGIAAFLPQLI.... Result: 1 (interaction). (3) The miRNA is hsa-miR-3654 with sequence GACUGGACAAGCUGAGGAA. The protein sequence of the target gene is MAALAAPGLLSVRILGLRTAQVQLRRVHQSVATEGPSPSPSPSLSSTQSAVSKAGAGAVVPKLSHLPRSRAEYVVTKLDDLINWARRSSLWPMTFGLACCAVEMMHMAAPRYDMDRFGVVFRASPRQADVMIVAGTLTNKMAPALRKVYDQMPEPRYVVSMGSCANGGGYYHYSYSVVRGCDRIVPVDIYVPGCPPTAEALLYGILQLQRKIKREQKLKIWYRR. Result: 0 (no interaction). (4) The miRNA is hsa-miR-541-3p with sequence UGGUGGGCACAGAAUCUGGACU. The protein sequence of the target gene is MERRARSSSRESRGRGGRTPHKENKRAKAERSGGGRGRQEAGPEPSGSGRAGTPGEPRAPAATVVDVDEVRGSGEEGTEVVALLESERPEEGTKSSGLGACEWLLVLISLLFIIMTFPFSIWFCVKVVQEYERVIIFRLGHLLPGRAKGPGLFFFLPCLDTYHKVDLRLQTLEIPFHEIVTKDMFIMEIDAICYYRMENASLLLSSLAHVSKAVQFLVQTTMKRLLAHRSLTEILLERKSIAQDAKVALDSVTCIWGIKVERIEIKDVRLPAGLQHSLAVEAEAQRQAKVRMIAAEAEKA.... Result: 0 (no interaction). (5) The miRNA is hsa-miR-6845-3p with sequence CCUCUCCUCCCUGUGCCCCAG. The protein sequence of the target gene is MAENGKNCDQRRVAMNKEHHNGNFTDPSSVNEKKRREREERQNIVLWRQPLITLQYFSLEILVILKEWTSKLWHRQSIVVSFLLLLAVLIATYYVEGVHQQYVQRIEKQFLLYAYWIGLGILSSVGLGTGLHTFLLYLGPHIASVTLAAYECNSVNFPEPPYPDQIICPDEEGTEGTISLWSIISKVRIEACMWGIGTAIGELPPYFMARAARLSGAEPDDEEYQEFEEMLEHAESAQDFASRAKLAVQKLVQKVGFFGILACASIPNPLFDLAGITCGHFLVPFWTFFGATLIGKAIIK.... Result: 1 (interaction). (6) The miRNA is cel-miR-66-5p with sequence CAUGACACUGAUUAGGGAUGUGA. The protein sequence of the target gene is MEPAGPCGFCPAGEVQPARYTCPRCNAPYCSLRCYRTHGTCAENFYRDQVLGELRGCSAPPSRLASALRRLRQQRETEDEPGEAGLSSGPAPGGLSGLWERLAPGEKAAFERLLSRGEAGRLLPPWRPWWWNRGAGPQLLEELDNAPGSDAAELELAPARTPPDSVKDASAAEPAAAERVLGDVPGACTPVVPTRIPAIVSLSRGPVSPLVRFQLPNVLFAYAHTLALYHGGDDALLSDFCATLLGVSGALGAQQVFASAEEALQAAAHVLEAGEHPPGPLGTRGAMHEVARILLGEGPT.... Result: 0 (no interaction). (7) The miRNA is hsa-let-7a-5p with sequence UGAGGUAGUAGGUUGUAUAGUU. The protein sequence of the target gene is MAELEAVADDLDALIDDLDYLPGHFHLEMQLNFEPRSPAPQRARDLKLQREGLRQELQLAAAPQRPAVRHLLGAFAFYLEELDEARECFLEVAHEHPGNLNAWANLAHVYGRLGQEEEEEACAARLADLMGLAEEPEAAGDPQLRAARCLAEQGYAHGFDVGCASPEERARGLAAGIALYDKALGYGQQIPMEEKRGWYFTMATLYIRLDGIFLELGSEEQKRLPAFNRTLALLRQVLKSEDPRHRALAWCYLGMLLERKDTFSTTPMGVHDCGYSGTDPLDCFGKAIEIAKNQPPILNR.... Result: 1 (interaction).